From a dataset of Forward reaction prediction with 1.9M reactions from USPTO patents (1976-2016). Predict the product of the given reaction. (1) Given the reactants [H-].[Na+].[C:3]([C:5]1[CH:13]=[CH:12][CH:11]=[C:10]2[C:6]=1[CH:7]=[N:8][NH:9]2)#[N:4].[Cl:14][CH2:15][CH2:16][CH:17](OS(C)(=O)=O)[C:18]1[CH:23]=[CH:22][CH:21]=[CH:20][CH:19]=1, predict the reaction product. The product is: [Cl:14][CH2:15][CH2:16][CH:17]([N:9]1[C:10]2[CH:11]=[CH:12][CH:13]=[C:5]([C:3]#[N:4])[C:6]=2[CH:7]=[N:8]1)[C:18]1[CH:23]=[CH:22][CH:21]=[CH:20][CH:19]=1. (2) Given the reactants [I:1][C:2]1[CH:11]=[CH:10][C:5]([O:6][CH2:7][C:8]#[N:9])=[C:4]([CH3:12])[CH:3]=1.[CH2:13]([Mg]Br)[CH3:14].[OH-].[Na+], predict the reaction product. The product is: [I:1][C:2]1[CH:11]=[CH:10][C:5]([O:6][CH2:7][C:8]2([NH2:9])[CH2:14][CH2:13]2)=[C:4]([CH3:12])[CH:3]=1.